From a dataset of Peptide-MHC class II binding affinity with 134,281 pairs from IEDB. Regression. Given a peptide amino acid sequence and an MHC pseudo amino acid sequence, predict their binding affinity value. This is MHC class II binding data. (1) The peptide sequence is VDLAKSLRIAAKIYS. The MHC is HLA-DPA10103-DPB10401 with pseudo-sequence HLA-DPA10103-DPB10401. The binding affinity (normalized) is 0.364. (2) The peptide sequence is SEGDIVIYSKYGGTE. The MHC is DRB1_1501 with pseudo-sequence DRB1_1501. The binding affinity (normalized) is 0.541. (3) The peptide sequence is FFRNVVWLIKKNSTYPT. The MHC is DRB5_0101 with pseudo-sequence DRB5_0101. The binding affinity (normalized) is 0.722. (4) The peptide sequence is PQQPFPQQPQQPYPQQP. The MHC is HLA-DQA10301-DQB10302 with pseudo-sequence HLA-DQA10301-DQB10302. The binding affinity (normalized) is 0.0262. (5) The peptide sequence is VLVPGCHGSEPCIIHR. The MHC is HLA-DPA10103-DPB10401 with pseudo-sequence HLA-DPA10103-DPB10401. The binding affinity (normalized) is 0.168. (6) The peptide sequence is KDKTDIHRLEPVKCD. The MHC is HLA-DQA10201-DQB10303 with pseudo-sequence HLA-DQA10201-DQB10303. The binding affinity (normalized) is 0.287. (7) The peptide sequence is AAATSGTTVYGAFAA. The MHC is HLA-DQA10401-DQB10402 with pseudo-sequence HLA-DQA10401-DQB10402. The binding affinity (normalized) is 0.427.